This data is from Full USPTO retrosynthesis dataset with 1.9M reactions from patents (1976-2016). The task is: Predict the reactants needed to synthesize the given product. (1) The reactants are: [CH2:1]([N:3]([C:29](=O)[C:30]1[CH:35]=[CH:34][C:33]([OH:36])=[C:32]([F:37])[CH:31]=1)[C:4]1[CH:9]=[C:8]([O:10][CH3:11])[CH:7]=[CH:6][C:5]=1[C@@H:12]1[CH2:21][CH2:20][C:19]2[CH:18]=[C:17]([O:22]C(=O)C(C)(C)C)[CH:16]=[CH:15][C:14]=2[CH2:13]1)[CH3:2].Cl[CH2:40][C:41]([N:43]([CH3:50])[CH2:44][C@@H:45]1[CH2:49][CH2:48][CH2:47][O:46]1)=O. Given the product [CH2:1]([N:3]([CH2:29][C:30]1[CH:35]=[CH:34][C:33]([O:36][CH2:40][CH2:41][N:43]([CH3:50])[CH2:44][C@@H:45]2[CH2:49][CH2:48][CH2:47][O:46]2)=[C:32]([F:37])[CH:31]=1)[C:4]1[CH:9]=[C:8]([O:10][CH3:11])[CH:7]=[CH:6][C:5]=1[C@@H:12]1[CH2:21][CH2:20][C:19]2[CH:18]=[C:17]([OH:22])[CH:16]=[CH:15][C:14]=2[CH2:13]1)[CH3:2], predict the reactants needed to synthesize it. (2) Given the product [CH:1]([N:4]1[C:8]([CH2:9][OH:10])=[CH:7][C:6]([O:13][CH2:14][C:15]2[CH:24]=[CH:23][C:22]3[C:17](=[CH:18][CH:19]=[CH:20][CH:21]=3)[N:16]=2)=[N:5]1)([CH3:3])[CH3:2], predict the reactants needed to synthesize it. The reactants are: [CH:1]([N:4]1[C:8]([C:9](OC)=[O:10])=[CH:7][C:6]([O:13][CH2:14][C:15]2[CH:24]=[CH:23][C:22]3[C:17](=[CH:18][CH:19]=[CH:20][CH:21]=3)[N:16]=2)=[N:5]1)([CH3:3])[CH3:2].[H-].C([Al+]CC(C)C)C(C)C.C(O)C.[Cl-].[NH4+]. (3) Given the product [CH3:1][O:2][C:3]([C:5]1[NH:14][C:8]2=[N:9][CH:10]=[C:11]([NH:13][CH2:22][CH2:21][C:20]3[CH:24]=[CH:25][CH:26]=[C:18]([N+:15]([O-:17])=[O:16])[CH:19]=3)[CH:12]=[C:7]2[CH:6]=1)=[O:4], predict the reactants needed to synthesize it. The reactants are: [CH3:1][O:2][C:3]([C:5]1[NH:14][C:8]2=[N:9][CH:10]=[C:11]([NH2:13])[CH:12]=[C:7]2[CH:6]=1)=[O:4].[N+:15]([C:18]1[CH:19]=[C:20]([CH:24]=[CH:25][CH:26]=1)[CH2:21][CH2:22]Br)([O-:17])=[O:16].[Na+].[I-].C([O-])([O-])=O.[K+].[K+]. (4) Given the product [NH:8]1[CH2:11][CH:10]([N:12]([CH3:13])[C:14]([CH3:15])([CH3:16])[C:17]([NH2:18])=[O:19])[CH2:9]1, predict the reactants needed to synthesize it. The reactants are: C(OC([N:8]1[CH2:11][CH:10]([N:12]([C:14]([C:17](=[O:19])[NH2:18])([CH3:16])[CH3:15])[CH3:13])[CH2:9]1)=O)(C)(C)C.C(O)(C(F)(F)F)=O. (5) Given the product [C:53]([CH2:23][C:24]1[CH:25]=[CH:26][C:27]([O:30][CH3:31])=[CH:28][CH:29]=1)([O:55][C:56]([CH3:59])([CH3:58])[CH3:57])=[O:54], predict the reactants needed to synthesize it. The reactants are: ClC1C(C2(F)CNC2)=CC(C#N)=CC=1NC1N=C(N(C2CC2)[CH2:23][C:24]2[CH:29]=[CH:28][C:27]([O:30][CH3:31])=[CH:26][CH:25]=2)C2=NC=C(C#N)N2N=1.NC1C(Cl)=C(C2(F)CN([C:53]([O:55][C:56]([CH3:59])([CH3:58])[CH3:57])=[O:54])C2)C=C(C#N)C=1.ClC1N=C(N(C2CC2)CC2C=CC(OC)=CC=2)C2=NC=C(C#N)N2N=1.C([O-])([O-])=O.[Cs+].[Cs+]. (6) Given the product [O:1]([CH:2]1[CH2:3][CH2:4][N:5]([C:8]2[CH:15]=[CH:14][CH:13]=[CH:12][C:9]=2[CH:10]=[O:11])[CH2:6][CH2:7]1)[Si:25]([C:22]([CH3:24])([CH3:23])[CH3:21])([CH3:27])[CH3:26], predict the reactants needed to synthesize it. The reactants are: [OH:1][CH:2]1[CH2:7][CH2:6][N:5]([C:8]2[CH:15]=[CH:14][CH:13]=[CH:12][C:9]=2[CH:10]=[O:11])[CH2:4][CH2:3]1.N1C=CN=C1.[CH3:21][C:22]([Si:25](Cl)([CH3:27])[CH3:26])([CH3:24])[CH3:23].O. (7) Given the product [Br:30][CH2:28][CH:21]1[CH2:22][C:23]2([O:27][CH2:26][CH2:25][O:24]2)[CH2:20]1, predict the reactants needed to synthesize it. The reactants are: C1(P(C2C=CC=CC=2)C2C=CC=CC=2)C=CC=CC=1.[CH2:20]1[C:23]2([O:27][CH2:26][CH2:25][O:24]2)[CH2:22][CH:21]1[CH2:28]O.[Br:30]C(Br)(Br)Br.